This data is from NCI-60 drug combinations with 297,098 pairs across 59 cell lines. The task is: Regression. Given two drug SMILES strings and cell line genomic features, predict the synergy score measuring deviation from expected non-interaction effect. (1) Drug 1: C1CCC(C(C1)N)N.C(=O)(C(=O)[O-])[O-].[Pt+4]. Drug 2: CC1C(C(CC(O1)OC2CC(CC3=C2C(=C4C(=C3O)C(=O)C5=C(C4=O)C(=CC=C5)OC)O)(C(=O)CO)O)N)O.Cl. Cell line: HOP-62. Synergy scores: CSS=43.7, Synergy_ZIP=-3.40, Synergy_Bliss=-5.01, Synergy_Loewe=-2.92, Synergy_HSA=-1.64. (2) Drug 1: CCN(CC)CCCC(C)NC1=C2C=C(C=CC2=NC3=C1C=CC(=C3)Cl)OC. Drug 2: CC(C)NC(=O)C1=CC=C(C=C1)CNNC.Cl. Cell line: K-562. Synergy scores: CSS=57.2, Synergy_ZIP=11.9, Synergy_Bliss=13.1, Synergy_Loewe=0.260, Synergy_HSA=13.9. (3) Drug 1: CNC(=O)C1=NC=CC(=C1)OC2=CC=C(C=C2)NC(=O)NC3=CC(=C(C=C3)Cl)C(F)(F)F. Drug 2: CN(CCCl)CCCl.Cl. Cell line: OVCAR3. Synergy scores: CSS=8.27, Synergy_ZIP=-1.70, Synergy_Bliss=2.77, Synergy_Loewe=-13.4, Synergy_HSA=-3.24. (4) Drug 1: CC1C(C(=O)NC(C(=O)N2CCCC2C(=O)N(CC(=O)N(C(C(=O)O1)C(C)C)C)C)C(C)C)NC(=O)C3=C4C(=C(C=C3)C)OC5=C(C(=O)C(=C(C5=N4)C(=O)NC6C(OC(=O)C(N(C(=O)CN(C(=O)C7CCCN7C(=O)C(NC6=O)C(C)C)C)C)C(C)C)C)N)C. Drug 2: CCC1(CC2CC(C3=C(CCN(C2)C1)C4=CC=CC=C4N3)(C5=C(C=C6C(=C5)C78CCN9C7C(C=CC9)(C(C(C8N6C=O)(C(=O)OC)O)OC(=O)C)CC)OC)C(=O)OC)O.OS(=O)(=O)O. Cell line: NCIH23. Synergy scores: CSS=20.3, Synergy_ZIP=-6.93, Synergy_Bliss=-3.92, Synergy_Loewe=1.71, Synergy_HSA=-0.454. (5) Cell line: SF-295. Synergy scores: CSS=37.3, Synergy_ZIP=-1.24, Synergy_Bliss=-0.603, Synergy_Loewe=-27.6, Synergy_HSA=0.340. Drug 2: CC1C(C(CC(O1)OC2CC(CC3=C2C(=C4C(=C3O)C(=O)C5=CC=CC=C5C4=O)O)(C(=O)C)O)N)O. Drug 1: C1=NNC2=C1C(=O)NC=N2. (6) Drug 1: CCC1=CC2CC(C3=C(CN(C2)C1)C4=CC=CC=C4N3)(C5=C(C=C6C(=C5)C78CCN9C7C(C=CC9)(C(C(C8N6C)(C(=O)OC)O)OC(=O)C)CC)OC)C(=O)OC.C(C(C(=O)O)O)(C(=O)O)O. Drug 2: C1CCC(C(C1)N)N.C(=O)(C(=O)[O-])[O-].[Pt+4]. Cell line: A549. Synergy scores: CSS=48.2, Synergy_ZIP=-4.27, Synergy_Bliss=-2.80, Synergy_Loewe=-10.5, Synergy_HSA=-0.531. (7) Drug 1: C1CCC(CC1)NC(=O)N(CCCl)N=O. Drug 2: CC1=C2C(C(=O)C3(C(CC4C(C3C(C(C2(C)C)(CC1OC(=O)C(C(C5=CC=CC=C5)NC(=O)C6=CC=CC=C6)O)O)OC(=O)C7=CC=CC=C7)(CO4)OC(=O)C)O)C)OC(=O)C. Cell line: SF-268. Synergy scores: CSS=35.6, Synergy_ZIP=0.772, Synergy_Bliss=2.26, Synergy_Loewe=-3.33, Synergy_HSA=2.00. (8) Drug 1: CN(C)N=NC1=C(NC=N1)C(=O)N. Drug 2: CCC1=C2CN3C(=CC4=C(C3=O)COC(=O)C4(CC)O)C2=NC5=C1C=C(C=C5)O. Cell line: SK-MEL-2. Synergy scores: CSS=20.0, Synergy_ZIP=-0.486, Synergy_Bliss=3.39, Synergy_Loewe=-17.9, Synergy_HSA=0.738.